Dataset: TCR-epitope binding with 47,182 pairs between 192 epitopes and 23,139 TCRs. Task: Binary Classification. Given a T-cell receptor sequence (or CDR3 region) and an epitope sequence, predict whether binding occurs between them. (1) The epitope is GMFNMLSTVLGVS. The TCR CDR3 sequence is CASSQEAAYPEGTQYF. Result: 0 (the TCR does not bind to the epitope). (2) The epitope is VTEHDTLLY. The TCR CDR3 sequence is CASSQESAGRPLAFF. Result: 0 (the TCR does not bind to the epitope). (3) The epitope is VLWAHGFEL. The TCR CDR3 sequence is CASSPRDRGDTGELFF. Result: 1 (the TCR binds to the epitope). (4) The epitope is GLCTLVAML. The TCR CDR3 sequence is CASSLGQGGNEQFF. Result: 0 (the TCR does not bind to the epitope). (5) The TCR CDR3 sequence is CASGLVVGHQPQHF. The epitope is HLVDFQVTI. Result: 0 (the TCR does not bind to the epitope). (6) The epitope is GILGFVFTL. The TCR CDR3 sequence is CASSPRQGPNTGELFF. Result: 0 (the TCR does not bind to the epitope). (7) The epitope is RLDKVEAEV. The TCR CDR3 sequence is CASSVVRGVYEQYF. Result: 0 (the TCR does not bind to the epitope). (8) The epitope is FLYNLLTRV. The TCR CDR3 sequence is CATSDPRVRYEQYF. Result: 0 (the TCR does not bind to the epitope).